This data is from Plasma protein binding rate (PPBR) regression data from AstraZeneca. The task is: Regression/Classification. Given a drug SMILES string, predict its absorption, distribution, metabolism, or excretion properties. Task type varies by dataset: regression for continuous measurements (e.g., permeability, clearance, half-life) or binary classification for categorical outcomes (e.g., BBB penetration, CYP inhibition). For this dataset (ppbr_az), we predict Y. The drug is C[C@@H](c1ncncc1F)[C@](O)(Cn1cncn1)c1ccc(F)cc1F. The Y is 46.5 %.